Dataset: Full USPTO retrosynthesis dataset with 1.9M reactions from patents (1976-2016). Task: Predict the reactants needed to synthesize the given product. (1) Given the product [Cl:1][C:2]1[CH:7]=[CH:6][C:5]([CH:8]([C:26]2[CH:27]=[CH:28][C:23]([CH2:22][OH:21])=[CH:24][CH:25]=2)[CH2:9][C:10]([C:12]2[CH:13]=[CH:14][C:15](=[O:19])[N:16]([CH3:18])[CH:17]=2)=[O:11])=[C:4]([F:20])[CH:3]=1, predict the reactants needed to synthesize it. The reactants are: [Cl:1][C:2]1[CH:7]=[CH:6][C:5](/[CH:8]=[CH:9]/[C:10]([C:12]2[CH:13]=[CH:14][C:15](=[O:19])[N:16]([CH3:18])[CH:17]=2)=[O:11])=[C:4]([F:20])[CH:3]=1.[OH:21][CH2:22][C:23]1[CH:28]=[CH:27][C:26](B(O)O)=[CH:25][CH:24]=1.C(=O)([O-])O.[Na+]. (2) Given the product [Cl:14][C:15]1[C:24]2[C:19](=[CH:20][CH:21]=[C:22]([C:25]([C:27]3[N:31]([CH3:32])[C:30]([CH3:33])=[N:29][CH:28]=3)([C:7]3[N:11]([CH3:12])[C:10]([CH3:13])=[N:9][CH:8]=3)[OH:26])[CH:23]=2)[N:18]=[C:17]([O:34][CH3:35])[C:16]=1[CH2:36][C:37]1[CH:38]=[N:39][C:40]([C:43]([F:44])([F:45])[F:46])=[CH:41][CH:42]=1, predict the reactants needed to synthesize it. The reactants are: [Li]CCCC.Br[C:7]1[N:11]([CH3:12])[C:10]([CH3:13])=[N:9][CH:8]=1.[Cl:14][C:15]1[C:24]2[C:19](=[CH:20][CH:21]=[C:22]([CH:25]([C:27]3[N:31]([CH3:32])[C:30]([CH3:33])=[N:29][CH:28]=3)[OH:26])[CH:23]=2)[N:18]=[C:17]([O:34][CH3:35])[C:16]=1[CH2:36][C:37]1[CH:38]=[N:39][C:40]([C:43]([F:46])([F:45])[F:44])=[CH:41][CH:42]=1. (3) Given the product [C:12]([NH:3][C:2]1[NH:1][C:10](=[O:11])[C:9]2[N:8]=[CH:7][N:6]([C:12]([C:13]3[CH:18]=[CH:17][CH:16]=[CH:15][CH:14]=3)([C:25]3[CH:26]=[CH:27][CH:28]=[CH:29][CH:30]=3)[C:19]3[CH:20]=[CH:21][CH:22]=[CH:23][CH:24]=3)[C:5]=2[N:4]=1)([C:25]1[CH:30]=[CH:29][CH:28]=[CH:27][CH:26]=1)([C:19]1[CH:24]=[CH:23][CH:22]=[CH:21][CH:20]=1)[C:13]1[CH:18]=[CH:17][CH:16]=[CH:15][CH:14]=1, predict the reactants needed to synthesize it. The reactants are: [NH:1]1[C:10](=[O:11])[C:9]2[NH:8][CH:7]=[N:6][C:5]=2[N:4]=[C:2]1[NH2:3].[C:12](Cl)([C:25]1[CH:30]=[CH:29][CH:28]=[CH:27][CH:26]=1)([C:19]1[CH:24]=[CH:23][CH:22]=[CH:21][CH:20]=1)[C:13]1[CH:18]=[CH:17][CH:16]=[CH:15][CH:14]=1. (4) Given the product [O:1]=[C:2]1[N:7]([CH2:8][C:9]2[CH:14]=[CH:13][CH:12]=[CH:11][CH:10]=2)[C:6]([C:15]2[CH:16]=[CH:17][CH:18]=[CH:19][CH:20]=2)=[N:5][CH:4]=[C:3]1[C:21]([OH:23])=[O:22], predict the reactants needed to synthesize it. The reactants are: [O:1]=[C:2]1[N:7]([CH2:8][C:9]2[CH:14]=[CH:13][CH:12]=[CH:11][CH:10]=2)[C:6]([C:15]2[CH:20]=[CH:19][CH:18]=[CH:17][CH:16]=2)=[N:5][CH:4]=[C:3]1[C:21]([O:23]CC)=[O:22].[I-].[Li+]. (5) Given the product [CH:21]1([CH:20]=[C:19]([C:26]2[CH:27]=[CH:28][C:29]([C:32]([OH:37])([CH2:35][CH3:36])[CH2:33][CH3:34])=[CH:30][CH:31]=2)[C:11]2[NH:10][C:14]3=[N:15][CH:16]=[CH:17][CH:18]=[C:13]3[CH:12]=2)[CH2:25][CH2:24][CH2:23][CH2:22]1, predict the reactants needed to synthesize it. The reactants are: C1(S([N:10]2[C:14]3=[N:15][CH:16]=[CH:17][CH:18]=[C:13]3[CH:12]=[C:11]2[C:19]([C:26]2[CH:31]=[CH:30][C:29]([C:32]([OH:37])([CH2:35][CH3:36])[CH2:33][CH3:34])=[CH:28][CH:27]=2)=[CH:20][CH:21]2[CH2:25][CH2:24][CH2:23][CH2:22]2)(=O)=O)C=CC=CC=1.[OH-].[Na+]. (6) Given the product [CH2:17]([O:16][C:14](=[O:15])[O:1][N:2]1[C:3](=[O:12])[C:4]2[C:5](=[CH:8][CH:9]=[CH:10][CH:11]=2)[C:6]1=[O:7])[CH2:18][CH2:19][CH2:20][CH2:21][CH2:22][CH2:23][CH2:24][CH2:25][CH2:26][CH2:27][CH2:28][CH2:29][CH2:30][CH2:31][CH2:32][CH2:33][CH3:34], predict the reactants needed to synthesize it. The reactants are: [OH:1][N:2]1[C:6](=[O:7])[C:5]2=[CH:8][CH:9]=[CH:10][CH:11]=[C:4]2[C:3]1=[O:12].Cl[C:14]([O:16][CH2:17][CH2:18][CH2:19][CH2:20][CH2:21][CH2:22][CH2:23][CH2:24][CH2:25][CH2:26][CH2:27][CH2:28][CH2:29][CH2:30][CH2:31][CH2:32][CH2:33][CH3:34])=[O:15].C(N(CC)CC)C.